From a dataset of Catalyst prediction with 721,799 reactions and 888 catalyst types from USPTO. Predict which catalyst facilitates the given reaction. (1) Reactant: [NH2:1][CH2:2][C:3]1([CH2:7][OH:8])[CH2:6][CH2:5][CH2:4]1.S=[C:10]1[CH2:14][S:13][C:12](=[O:15])[NH:11]1. Product: [OH:8][CH2:7][C:3]1([CH2:2][NH:1][C:10]2[CH2:14][S:13][C:12](=[O:15])[N:11]=2)[CH2:6][CH2:5][CH2:4]1. The catalyst class is: 8. (2) Reactant: [CH:1]1([S:4]([C:7]2[CH:12]=[CH:11][C:10]([CH:13]([CH2:18][CH:19]3[CH2:24][CH2:23][O:22][CH2:21][CH2:20]3)[C:14](=[O:17])[CH:15]=[CH2:16])=[CH:9][CH:8]=2)(=[O:6])=[O:5])[CH2:3][CH2:2]1.[CH3:25][O:26][CH2:27][CH:28]([C:36]1[CH:37]=[CH:38][C:39]([CH:42]=[O:43])=[N:40][CH:41]=1)[O:29][CH:30]1[CH2:35][CH2:34][CH2:33][CH2:32][O:31]1.C(N(CC)CC)C.O1CCCC1. Product: [CH:1]1([S:4]([C:7]2[CH:8]=[CH:9][C:10]([CH:13]([CH2:18][CH:19]3[CH2:24][CH2:23][O:22][CH2:21][CH2:20]3)[C:14](=[O:17])[CH2:15][CH2:16][C:42]([C:39]3[CH:38]=[CH:37][C:36]([CH:28]([O:29][CH:30]4[CH2:35][CH2:34][CH2:33][CH2:32][O:31]4)[CH2:27][O:26][CH3:25])=[CH:41][N:40]=3)=[O:43])=[CH:11][CH:12]=2)(=[O:6])=[O:5])[CH2:3][CH2:2]1. The catalyst class is: 433.